Binary Classification. Given a miRNA mature sequence and a target amino acid sequence, predict their likelihood of interaction. From a dataset of Experimentally validated miRNA-target interactions with 360,000+ pairs, plus equal number of negative samples. (1) The miRNA is hsa-miR-6726-3p with sequence CUCGCCCUGUCUCCCGCUAG. The protein sequence of the target gene is MAGISYVASFFLLLTKLSIGQREVTVQKGPLFRAEGYPVSIGCNVTGHQGPSEQHFQWSVYLPTNPTQEVQIISTKDAAFSYAVYTQRVRSGDVYVERVQGNSVLLHISKLQMKDAGEYECHTPNTDEKYYGSYSAKTNLIVIPDTLSATMSSQTLGKEEGEPLALTCEASKATAQHTHLSVTWYLTQDGGGSQATEIISLSKDFILVPGPLYTERFAASDVQLNKLGPTTFRLSIERLQSSDQGQLFCEATEWIQDPDETWMFITKKQTDQTTLRIQPAVKDFQVNITADSLFAEGKPL.... Result: 0 (no interaction). (2) The miRNA is mmu-miR-149-5p with sequence UCUGGCUCCGUGUCUUCACUCCC. The protein sequence of the target gene is MATANSIIVLDDDDEDEAAAQPGPSHPLPNAASPGAEAPSSSEPHGARGSSSSGGKKCYKLENEKLFEEFLELCKMQTADHPEVVPFLYNRQQRAHSLFLASAEFCNILSRVLSRARSRPAKLYVYINELCTVLKAHSAKKKLNLAPAATTSNEPSGNNPPTHLSLDPTNAENTASQSPRTRGSRRQIQRLEQLLALYVAEIRRLQEKELDLSELDDPDSAYLQEARLKRKLIRLFGRLCELKDCSSLTGRVIEQRIPYRGTRYPEVNRRIERLINKPGPDTFPDYGDVLRAVEKAAARH.... Result: 0 (no interaction). (3) The miRNA is hsa-miR-518e-5p with sequence CUCUAGAGGGAAGCGCUUUCUG. The protein sequence of the target gene is MSKSKDDAPHELESQFILRLPPEYASTVRRAVQSGHVNLKDRLTIELHPDGRHGIVRVDRVPLASKLVDLPCVMESLKTIDKKTFYKTADICQMLVSTVDGDLYPPVEEPVASTDPKASKKKDKDKEKKFIWNHGITLPLKNVRKRRFRKTAKKKYIESPDVEKEVKRLLSTDAEAVSTRWEIIAEDETKEAENQGLDISSPGMSGHRQGHDSLEHDELREIFNDLSSSSEDEDETQHQDEEDINIIDTEEDLERQLQDKLNESDEQHQENEGTNQLVMGIQKQIDNMKGKLQETQDRAK.... Result: 1 (interaction). (4) The miRNA is mmu-miR-666-3p with sequence GGCUGCAGCGUGAUCGCCUGCU. Result: 0 (no interaction). The protein sequence of the target gene is MKSLQFCFLFCCWKAICCNSCELTNITITVEKEECNFCISINTTWCAGYCYTRDLVYKDPARPNIQKTCTFKELVYETVKVPGCAHHADSLYTYPVATECHCGKCDSDSTDCTVRGLGPSYCSFSEMKE. (5) The miRNA is hsa-miR-30e-3p with sequence CUUUCAGUCGGAUGUUUACAGC. Result: 1 (interaction). The protein sequence of the target gene is MNWHLPLFLLASVTLPSICSHFNPLSLEELGSNTGIQVFNQIVKSRPHDNIVISPHGIASVLGMLQLGADGRTKKQLAMVMRYGVNGVGKILKKINKAIVSKKNKDIVTVANAVFVKNASEIEVPFVTRNKDVFQCEVRNVNFEDPASACDSINAWVKNETRDMIDNLLSPDLIDGVLTRLVLVNAVYFKGLWKSRFQPENTKKRTFVAADGKSYQVPMLAQLSVFRCGSTSAPNDLWYNFIELPYHGESISMLIALPTESSTPLSAIIPHISTKTIDSWMSIMVPKRVQVILPKFTAVA.... (6) The miRNA is hsa-miR-539-5p with sequence GGAGAAAUUAUCCUUGGUGUGU. The protein sequence of the target gene is MALRVVRSVRALLCTLRAVPSPAAPCPPRPWQLGVGAVRTLRTGPALLSVRKFTEKHEWVTTENGIGTVGISNFAQEALGDVVYCSLPEVGTKLNKQDEFGALESVKAASELYSPLSGEVTEINEALAENPGLVNKSCYEDGWLIKMTLSNPSELDELMSEEAYEKYIKSIEE. Result: 0 (no interaction).